Dataset: Reaction yield outcomes from USPTO patents with 853,638 reactions. Task: Predict the reaction yield, written as a fraction of the theoretical maximum amount of product (1.0 means a 100% yield; for example, 0.34 means a 34% yield). (1) The reactants are [CH3:1][C@H:2]1[CH2:7][CH2:6][CH:5]([C:8]2[CH:13]=[CH:12][CH:11]=[CH:10][CH:9]=2)[S:4](=[O:15])(=[O:14])[NH:3]1.CS(O[CH2:21][C:22]1[CH:27]=[C:26]([F:28])[C:25]([Br:29])=[CH:24][C:23]=1[F:30])(=O)=O.[H-].[Na+]. The catalyst is CN(C)C=O. The product is [Br:29][C:25]1[C:26]([F:28])=[CH:27][C:22]([CH2:21][N:3]2[C@@H:2]([CH3:1])[CH2:7][CH2:6][CH:5]([C:8]3[CH:9]=[CH:10][CH:11]=[CH:12][CH:13]=3)[S:4]2(=[O:15])=[O:14])=[C:23]([F:30])[CH:24]=1. The yield is 0.860. (2) The reactants are [C:1]([O:5][C:6]([CH2:8][CH2:9][C@H:10]([NH:74]C(OCC1C=CC=CC=1)=O)[C:11]([NH:13][CH:14]([CH2:65][CH2:66][C:67]([O:69][C:70]([CH3:73])([CH3:72])[CH3:71])=[O:68])[C:15]([NH:17][CH2:18][CH2:19][NH:20][C:21]([CH2:23][CH2:24][CH2:25][O:26][C:27]1[CH:32]=[C:31]([CH3:33])[C:30]([S:34]([NH:37][C@@H:38]([CH2:42][NH:43][C:44]([C:46]2[CH:47]=[C:48]3[C:52](=[CH:53][CH:54]=2)[N:51]([CH2:55][CH2:56][CH2:57][NH:58][C:59]2[NH:60][CH:61]=[CH:62][N:63]=2)[N:50]=[CH:49]3)=[O:45])[C:39]([OH:41])=[O:40])(=[O:36])=[O:35])=[C:29]([CH3:64])[CH:28]=1)=[O:22])=[O:16])=[O:12])=[O:7])([CH3:4])([CH3:3])[CH3:2].O. The catalyst is CO.[Pd].O.C(#N)C. The product is [NH2:74][C@@H:10]([CH2:9][CH2:8][C:6]([O:5][C:1]([CH3:4])([CH3:3])[CH3:2])=[O:7])[C:11]([NH:13][CH:14]([CH2:65][CH2:66][C:67]([O:69][C:70]([CH3:73])([CH3:72])[CH3:71])=[O:68])[C:15]([NH:17][CH2:18][CH2:19][NH:20][C:21]([CH2:23][CH2:24][CH2:25][O:26][C:27]1[CH:28]=[C:29]([CH3:64])[C:30]([S:34]([NH:37][C@@H:38]([CH2:42][NH:43][C:44]([C:46]2[CH:47]=[C:48]3[C:52](=[CH:53][CH:54]=2)[N:51]([CH2:55][CH2:56][CH2:57][NH:58][C:59]2[NH:60][CH:61]=[CH:62][N:63]=2)[N:50]=[CH:49]3)=[O:45])[C:39]([OH:41])=[O:40])(=[O:35])=[O:36])=[C:31]([CH3:33])[CH:32]=1)=[O:22])=[O:16])=[O:12]. The yield is 1.00. (3) The reactants are [CH3:1][N:2]1[CH2:7][CH2:6][N:5]([C:8]2[CH:13]=[CH:12][C:11]([NH:14][C:15]3[N:20]=[C:19]([NH:21][C:22]4[CH:23]=[C:24]([CH2:28][C:29]#[N:30])[CH:25]=[CH:26][CH:27]=4)[CH:18]=[CH:17][N:16]=3)=[CH:10][C:9]=2[C:31]([F:34])([F:33])[F:32])[CH2:4][CH2:3]1.[ClH:35]. The catalyst is CC(O)C. The product is [ClH:35].[CH3:1][N:2]1[CH2:7][CH2:6][N:5]([C:8]2[CH:13]=[CH:12][C:11]([NH:14][C:15]3[N:20]=[C:19]([NH:21][C:22]4[CH:23]=[C:24]([CH2:28][C:29]#[N:30])[CH:25]=[CH:26][CH:27]=4)[CH:18]=[CH:17][N:16]=3)=[CH:10][C:9]=2[C:31]([F:33])([F:34])[F:32])[CH2:4][CH2:3]1. The yield is 0.840. (4) The reactants are C(OC([O:8][NH:9][C:10]([C:12]1[CH:13]=[N:14][C:15]([N:18]2[CH2:23][CH:22]3[CH:20]([CH:21]3[N:24]([S:33]([C:36]3[CH:45]=[CH:44][C:43]4[C:38](=[CH:39][CH:40]=[CH:41][CH:42]=4)[CH:37]=3)(=[O:35])=[O:34])[CH2:25][CH2:26][N:27]3[CH2:31][CH2:30][CH2:29][C:28]3=[O:32])[CH2:19]2)=[N:16][CH:17]=1)=[O:11])C)C(C)C.C(O)(C(F)(F)F)=O.C(Cl)Cl. The catalyst is CO. The product is [OH:8][NH:9][C:10]([C:12]1[CH:17]=[N:16][C:15]([N:18]2[CH2:19][CH:20]3[CH:22]([CH:21]3[N:24]([S:33]([C:36]3[CH:45]=[CH:44][C:43]4[C:38](=[CH:39][CH:40]=[CH:41][CH:42]=4)[CH:37]=3)(=[O:35])=[O:34])[CH2:25][CH2:26][N:27]3[CH2:31][CH2:30][CH2:29][C:28]3=[O:32])[CH2:23]2)=[N:14][CH:13]=1)=[O:11]. The yield is 0.110.